From a dataset of Full USPTO retrosynthesis dataset with 1.9M reactions from patents (1976-2016). Predict the reactants needed to synthesize the given product. (1) Given the product [NH3:1].[NH2:24][CH:22]([C:19]1[CH:18]=[CH:17][C:16]([NH:15][C:10]2[N:9]=[C:8]([CH2:7][CH2:6][C:5]3[CH:32]=[CH:33][CH:34]=[CH:35][C:4]=3[CH2:3][C:2]([NH2:1])=[O:36])[C:13]([Cl:14])=[CH:12][N:11]=2)=[CH:21][CH:20]=1)[CH3:23], predict the reactants needed to synthesize it. The reactants are: [NH2:1][C:2](=[O:36])[CH2:3][C:4]1[CH:35]=[CH:34][CH:33]=[CH:32][C:5]=1[CH2:6][CH2:7][C:8]1[C:13]([Cl:14])=[CH:12][N:11]=[C:10]([NH:15][C:16]2[CH:21]=[CH:20][C:19]([CH:22]([NH:24]C(=O)OC(C)(C)C)[CH3:23])=[CH:18][CH:17]=2)[N:9]=1.C(O)(C(F)(F)F)=O. (2) Given the product [N:9]1[N:10]2[CH2:15][CH2:14][NH:13][CH2:12][C:11]2=[C:7]([N:3]2[CH2:4][CH2:5][CH2:6][C:2]2=[O:1])[CH:8]=1, predict the reactants needed to synthesize it. The reactants are: [O:1]=[C:2]1[CH2:6][CH2:5][CH2:4][N:3]1[C:7]1[CH:8]=[N:9][N:10]2[CH2:15][CH2:14][N:13](C(OC(C)(C)C)=O)[CH2:12][C:11]=12. (3) The reactants are: [NH2:1][C:2]1[CH:7]=[CH:6][C:5]([N:8]2[C:14](=[O:15])[CH2:13][C:12](=[O:16])[NH:11][C:10]3[C:17]4[C:22]([CH:23]=[CH:24][C:9]2=3)=[CH:21][CH:20]=[CH:19][CH:18]=4)=[CH:4][CH:3]=1.[Cl:25][C:26]1[CH:31]=[C:30]([O:32][CH3:33])[CH:29]=[CH:28][C:27]=1[CH2:34][C:35](Cl)=[O:36].C(NC1C=CC(N2C(=O)CC(=O)NC3C4C(C=CC2=3)=CC=CC=4)=CC=1)(=O)C1C=CC=CC=1. Given the product [Cl:25][C:26]1[CH:31]=[C:30]([O:32][CH3:33])[CH:29]=[CH:28][C:27]=1[CH2:34][C:35]([NH:1][C:2]1[CH:7]=[CH:6][C:5]([N:8]2[C:14](=[O:15])[CH2:13][C:12](=[O:16])[NH:11][C:10]3[C:17]4[C:22]([CH:23]=[CH:24][C:9]2=3)=[CH:21][CH:20]=[CH:19][CH:18]=4)=[CH:4][CH:3]=1)=[O:36], predict the reactants needed to synthesize it. (4) Given the product [ClH:29].[Cl:29][C:26]1[CH:27]=[CH:28][C:23]([NH:22][C:20]([NH:19][C:16]2[CH:17]=[CH:18][C:13]([CH:10]3[CH2:11][CH2:12][NH:8][CH2:9]3)=[CH:14][CH:15]=2)=[O:21])=[N:24][CH:25]=1, predict the reactants needed to synthesize it. The reactants are: C(OC([N:8]1[CH2:12][CH2:11][CH:10]([C:13]2[CH:18]=[CH:17][C:16]([NH:19][C:20]([NH:22][C:23]3[CH:28]=[CH:27][C:26]([Cl:29])=[CH:25][N:24]=3)=[O:21])=[CH:15][CH:14]=2)[CH2:9]1)=O)(C)(C)C.Cl. (5) Given the product [CH3:2][C:3]1([NH:7][S:9]([CH3:8])(=[O:11])=[O:10])[CH2:6][CH2:5][CH2:4]1, predict the reactants needed to synthesize it. The reactants are: Cl.[CH3:2][C:3]1([NH2:7])[CH2:6][CH2:5][CH2:4]1.[CH3:8][S:9](Cl)(=[O:11])=[O:10]. (6) The reactants are: [O:1]=[C:2]1[C:10]2[C:5](=[N:6][C:7]([CH2:11][CH2:12][CH:13]=O)=[CH:8][CH:9]=2)[CH2:4][O:3]1.[CH3:15][NH:16][CH2:17][CH:18]([OH:21])[CH2:19][OH:20]. Given the product [OH:21][CH:18]([CH2:19][OH:20])[CH2:17][N:16]([CH3:15])[CH2:13][CH2:12][CH2:11][C:7]1[N:6]=[C:5]2[CH2:4][O:3][C:2](=[O:1])[C:10]2=[CH:9][CH:8]=1, predict the reactants needed to synthesize it. (7) Given the product [C:1]1([CH2:7][CH2:8][CH2:9][CH2:10][N:11]=[C:12]=[Se:43])[CH:6]=[CH:5][CH:4]=[CH:3][CH:2]=1, predict the reactants needed to synthesize it. The reactants are: [C:1]1([CH2:7][CH2:8][CH2:9][CH2:10][NH:11][CH:12]=O)[CH:6]=[CH:5][CH:4]=[CH:3][CH:2]=1.C(N(CC)CC)C.ClC(Cl)(OC(=O)OC(Cl)(Cl)Cl)Cl.[Se].C(N=C=[Se:43])C1C=CC=CC=1. (8) Given the product [Cl:30][C:25]1[N:24]=[C:23]([N:20]2[CH2:21][CH2:22][O:17][CH2:18][CH2:19]2)[N:28]=[C:27]([O:14][CH:11]2[CH2:12][CH2:13][N:8]([C:1]([O:3][C:4]([CH3:7])([CH3:6])[CH3:5])=[O:2])[CH2:9][CH2:10]2)[CH:26]=1, predict the reactants needed to synthesize it. The reactants are: [C:1]([N:8]1[CH2:13][CH2:12][CH:11]([OH:14])[CH2:10][CH2:9]1)([O:3][C:4]([CH3:7])([CH3:6])[CH3:5])=[O:2].[H-].[Na+].[O:17]1[CH2:22][CH2:21][N:20]([C:23]2[N:28]=[C:27](Cl)[CH:26]=[C:25]([Cl:30])[N:24]=2)[CH2:19][CH2:18]1.